This data is from Full USPTO retrosynthesis dataset with 1.9M reactions from patents (1976-2016). The task is: Predict the reactants needed to synthesize the given product. (1) Given the product [NH:13]1[C:9]([CH:7]([C:4]2[CH:3]=[CH:2][N:1]=[CH:6][CH:5]=2)[CH2:33][C:34]2[CH:35]=[CH:5][CH:4]=[CH:3][CH:2]=2)=[CH:10][N:11]=[CH:12]1, predict the reactants needed to synthesize it. The reactants are: [N:1]1[CH:6]=[CH:5][C:4]([CH:7]([C:9]2[N:13](C(C3C=CC=CC=3)(C3C=CC=CC=3)C3C=CC=CC=3)[CH:12]=[N:11][CH:10]=2)O)=[CH:3][CH:2]=1.[CH3:33][CH:34](O)[CH3:35].[OH-].[Na+]. (2) Given the product [CH3:20][O:19][C:17]1[C:16]([O:21][CH3:22])=[CH:15][C:14]2[N:10]([C:8]3[S:9][C:5]([C:3]([OH:2])=[O:4])=[C:6]([C:30]4[CH:29]=[CH:28][CH:27]=[C:26]([CH:24]=[CH2:25])[CH:31]=4)[N:7]=3)[CH:11]=[N:12][C:13]=2[CH:18]=1, predict the reactants needed to synthesize it. The reactants are: C[O:2][C:3]([C:5]1[S:9][C:8]([N:10]2[C:14]3[CH:15]=[C:16]([O:21][CH3:22])[C:17]([O:19][CH3:20])=[CH:18][C:13]=3[N:12]=[CH:11]2)=[N:7][C:6]=1Br)=[O:4].[CH:24]([C:26]1[CH:27]=[C:28](B(O)O)[CH:29]=[CH:30][CH:31]=1)=[CH2:25].